This data is from Reaction yield outcomes from USPTO patents with 853,638 reactions. The task is: Predict the reaction yield, written as a fraction of the theoretical maximum amount of product (1.0 means a 100% yield; for example, 0.34 means a 34% yield). (1) The reactants are [C:1]1([C@@H:7]2[CH2:11][O:10][C:9](=[O:12])[NH:8]2)[CH:6]=[CH:5][CH:4]=[CH:3][CH:2]=1.C[Si]([N-][Si](C)(C)C)(C)C.[Li+].[C:23](Cl)(=[O:32])[CH:24]=[CH:25][C:26]1[CH:31]=[CH:30][CH:29]=[CH:28][CH:27]=1. The catalyst is C1COCC1. The product is [C:23]([N:8]1[C@H:7]([C:1]2[CH:2]=[CH:3][CH:4]=[CH:5][CH:6]=2)[CH2:11][O:10][C:9]1=[O:12])(=[O:32])[CH:24]=[CH:25][C:26]1[CH:31]=[CH:30][CH:29]=[CH:28][CH:27]=1. The yield is 0.999. (2) The reactants are [Cl:1][C:2]1[CH:7]=[CH:6][C:5]([C:8]2[N:12]([CH3:13])[C:11]([C:14](O)=[O:15])=[C:10]([C:17]3[CH:22]=[CH:21][C:20]([S:23](=[O:26])(=[O:25])[NH2:24])=[CH:19][CH:18]=3)[C:9]=2[CH3:27])=[CH:4][CH:3]=1.C1C=CC2N(O)N=NC=2C=1.Cl.[CH3:39][NH:40][CH3:41].C(Cl)CCl.C(N(CC)CC)C. The catalyst is CN(C=O)C. The product is [Cl:1][C:2]1[CH:3]=[CH:4][C:5]([C:8]2[N:12]([CH3:13])[C:11]([C:14]([N:40]([CH3:41])[CH3:39])=[O:15])=[C:10]([C:17]3[CH:22]=[CH:21][C:20]([S:23](=[O:26])(=[O:25])[NH2:24])=[CH:19][CH:18]=3)[C:9]=2[CH3:27])=[CH:6][CH:7]=1. The yield is 0.881. (3) The reactants are [O:1]=[C:2]1[CH2:6][CH2:5][CH2:4][N:3]1[CH:7]1[CH2:12][CH2:11][N:10]([C:13]2[CH:18]=[CH:17][C:16]([NH:19][C:20]3[N:25]=[C:24]([C:26]4[CH:34]=[CH:33][C:29]([C:30](O)=[O:31])=[CH:28][CH:27]=4)[CH:23]=[CH:22][N:21]=3)=[CH:15][CH:14]=2)[CH2:9][CH2:8]1.C1C=C[C:38]2[N:43](O)N=[N:41][C:39]=2C=1.CCN=C=NCCCN(C)C.Cl.Cl.NCC#N.C(N(CC)CC)C. The catalyst is CN(C=O)C.O. The product is [C:39]([CH2:38][NH:43][C:30](=[O:31])[C:29]1[CH:33]=[CH:34][C:26]([C:24]2[CH:23]=[CH:22][N:21]=[C:20]([NH:19][C:16]3[CH:17]=[CH:18][C:13]([N:10]4[CH2:9][CH2:8][CH:7]([N:3]5[CH2:4][CH2:5][CH2:6][C:2]5=[O:1])[CH2:12][CH2:11]4)=[CH:14][CH:15]=3)[N:25]=2)=[CH:27][CH:28]=1)#[N:41]. The yield is 0.460.